The task is: Predict the product of the given reaction.. This data is from Forward reaction prediction with 1.9M reactions from USPTO patents (1976-2016). (1) Given the reactants [C:1]([C:3]1[C:4]([C:9]2[CH:14]=[CH:13][CH:12]=[CH:11][CH:10]=2)=[N:5][O:6][C:7]=1[CH3:8])#[CH:2].Br[C:16]1[CH:21]=[C:20]([CH3:22])[CH:19]=[CH:18][N:17]=1, predict the reaction product. The product is: [CH3:22][C:20]1[CH:19]=[CH:18][N:17]=[C:16]([C:2]#[C:1][C:3]2[C:4]([C:9]3[CH:14]=[CH:13][CH:12]=[CH:11][CH:10]=3)=[N:5][O:6][C:7]=2[CH3:8])[CH:21]=1. (2) Given the reactants [C:1]([C:3]1[CH:8]=[CH:7][C:6]([NH:9][C:10]([CH:12]2[NH:16][CH:15]([CH2:17][C:18]([CH3:21])([CH3:20])[CH3:19])[C:14]3([C:29]4[C:24](=[C:25]([F:31])[C:26]([Cl:30])=[CH:27][CH:28]=4)[NH:23][C:22]3=[O:32])[CH:13]2[C:33]2[CH:38]=[CH:37][CH:36]=[C:35]([Cl:39])[C:34]=2[F:40])=[O:11])=[CH:5][CH:4]=1)#[N:2].[OH:41]O.[OH-].[Na+], predict the reaction product. The product is: [C:1]([C:3]1[CH:4]=[CH:5][C:6]([NH:9][C:10]([CH:12]2[NH:16][CH:15]([CH2:17][C:18]([CH3:21])([CH3:20])[CH3:19])[C:14]3([C:29]4[C:24](=[C:25]([F:31])[C:26]([Cl:30])=[CH:27][CH:28]=4)[NH:23][C:22]3=[O:32])[CH:13]2[C:33]2[CH:38]=[CH:37][CH:36]=[C:35]([Cl:39])[C:34]=2[F:40])=[O:11])=[CH:7][CH:8]=1)(=[O:41])[NH2:2]. (3) Given the reactants [N:1]1[C:6]2[CH2:7][NH:8][CH2:9][C:5]=2[C:4]([NH:10][C:11]2[CH:12]=[N:13][C:14]3[C:19]([CH:20]=2)=[CH:18][CH:17]=[CH:16][CH:15]=3)=[N:3][CH:2]=1.[CH3:21][C:22]1[CH:29]=[CH:28][CH:27]=[C:26]([CH3:30])[C:23]=1[CH:24]=O.ClCCCl.CO.C(O[BH-](OC(=O)C)OC(=O)C)(=O)C.[Na+], predict the reaction product. The product is: [CH3:21][C:22]1[CH:29]=[CH:28][CH:27]=[C:26]([CH3:30])[C:23]=1[CH2:24][N:8]1[CH2:9][C:5]2[C:4]([NH:10][C:11]3[CH:12]=[N:13][C:14]4[C:19]([CH:20]=3)=[CH:18][CH:17]=[CH:16][CH:15]=4)=[N:3][CH:2]=[N:1][C:6]=2[CH2:7]1. (4) Given the reactants [NH2:1][C:2]1[CH:7]=[CH:6][C:5]([C:8]#[N:9])=[CH:4][C:3]=1[NH:10][C@@H:11]([CH3:24])[C@H:12]([NH:16][C:17]([O:19][C:20]([CH3:23])([CH3:22])[CH3:21])=[O:18])[C:13](O)=[O:14].CN1C=CN=C1.CS(Cl)(=O)=O, predict the reaction product. The product is: [C:8]([C:5]1[CH:6]=[CH:7][C:2]2[NH:1][C:13](=[O:14])[C@@H:12]([NH:16][C:17](=[O:18])[O:19][C:20]([CH3:23])([CH3:22])[CH3:21])[C@H:11]([CH3:24])[NH:10][C:3]=2[CH:4]=1)#[N:9]. (5) Given the reactants N[C@H](C(O)=O)CCC(=[O:7])N.CC1(C)S[C@@H]2[C@H](NC(CC3C=CC=CC=3)=O)C(=O)N2[C@H]1C(O)=O.C[C@@H]1O[C@@H](O[C@H]2[C@H](O)[C@@H](O)[C@H](NC(N)=N)[C@@H](O)[C@@H]2NC(N)=N)[C@H]([O:58][C@@H:59]2[O:64][C@@H:63]([CH2:65][OH:66])[C@H:62]([OH:67])[C@@H:61]([OH:68])[C@@H:60]2NC)[C@@]1(O)C=O.C[C@@H]1[C@@H](O)[C@@H](C)[C@H](C)OC(=O)C[C@H](O)C[C@H](O)CC[C@@H](O)[C@H](O)C[C@H](O)C[C@@]2(O)O[C@H]([C@H](C(O)=O)[C@@H](O)C2)C[C@@H](O[C@@H]2O[C@H](C)[C@@H](O)[C@H](N)[C@@H]2O)C=CC=CC=CC=CC=CC=CC=C1, predict the reaction product. The product is: [O:66]=[CH:65][C@@H:63]([C@H:62]([C@@H:61]([C@@H:60]([CH2:59][OH:58])[OH:7])[OH:68])[OH:67])[OH:64]. (6) Given the reactants C(O[C:9](=O)[N:10]([CH:12]([C:14](=[O:41])[NH:15][CH:16]([C:21]([N:23]1[CH2:27][CH:26]([OH:28])[CH2:25][CH:24]1[C:29]([C:31]1[C:39]2[C:34](=[CH:35][C:36]([F:40])=[CH:37][CH:38]=2)[NH:33][CH:32]=1)=[O:30])=[O:22])[C:17]([CH3:20])([CH3:19])[CH3:18])[CH3:13])C)C1C=CC=CC=1.[H][H], predict the reaction product. The product is: [F:40][C:36]1[CH:35]=[C:34]2[C:39]([C:31]([C:29]([CH:24]3[CH2:25][CH:26]([OH:28])[CH2:27][N:23]3[C:21]([CH:16]([NH:15][C:14](=[O:41])[CH:12]([NH:10][CH3:9])[CH3:13])[C:17]([CH3:18])([CH3:19])[CH3:20])=[O:22])=[O:30])=[CH:32][NH:33]2)=[CH:38][CH:37]=1.